From a dataset of Reaction yield outcomes from USPTO patents with 853,638 reactions. Predict the reaction yield, written as a fraction of the theoretical maximum amount of product (1.0 means a 100% yield; for example, 0.34 means a 34% yield). The reactants are [H-].[Na+].[F:3][C:4]([F:14])([F:13])[C:5]1[CH:12]=[CH:11][C:8]([CH:9]=O)=[CH:7][CH:6]=1.[C:15]([O:18][CH2:19][CH3:20])(=[O:17])[CH3:16]. The catalyst is CCCCCC.COCCOC. The product is [F:3][C:4]([F:14])([F:13])[C:5]1[CH:12]=[CH:11][C:8](/[CH:9]=[CH:16]/[C:15]([O:18][CH2:19][CH3:20])=[O:17])=[CH:7][CH:6]=1. The yield is 0.980.